From a dataset of Orexin1 receptor HTS with 218,158 compounds and 233 confirmed actives. Binary Classification. Given a drug SMILES string, predict its activity (active/inactive) in a high-throughput screening assay against a specified biological target. (1) The result is 0 (inactive). The molecule is s1c2n(nc1COc1ccc(cc1)C)c(nn2)c1occc1. (2) The molecule is O(C(=O)C1NC(=O)CC1c1ccccc1)CC. The result is 0 (inactive). (3) The compound is O=C(NCCOC)CCC1CCN(CC1)C\C=C\c1c(OC)cccc1. The result is 0 (inactive). (4) The compound is o1n2c(=NC(=O)C(/C2=N)=C\c2cc(OC)c(OCC)cc2)cc1C. The result is 0 (inactive). (5) The molecule is O=C(NC1CCN(CC1)C(=O)c1ccc([N+]([O-])=O)cc1)C(NC(=O)C)Cc1c(OC)cccc1. The result is 0 (inactive). (6) The compound is S(=O)(=O)(N1CCOCC1)c1cc2c(c(oc2cc1)C(=O)N1CCCc2c1cccc2)C. The result is 0 (inactive).